From a dataset of Catalyst prediction with 721,799 reactions and 888 catalyst types from USPTO. Predict which catalyst facilitates the given reaction. Reactant: [C:1]([C:5]1[C:6]([OH:15])=[CH:7][C:8]2[CH2:9][CH2:10][CH2:11][CH2:12][C:13]=2[CH:14]=1)([CH3:4])([CH3:3])[CH3:2].[Cl:16][C:17]1[CH:22]=[C:21]([S:23]([C:26]([F:29])([F:28])[F:27])(=[O:25])=[O:24])[CH:20]=[CH:19][C:18]=1[N:30]=[C:31]=[O:32]. Product: [Cl:16][C:17]1[CH:22]=[C:21]([S:23]([C:26]([F:29])([F:28])[F:27])(=[O:25])=[O:24])[CH:20]=[CH:19][C:18]=1[NH:30][C:31]([C:7]1[C:8]2[CH2:9][CH2:10][CH2:11][CH2:12][C:13]=2[CH:14]=[C:5]([C:1]([CH3:4])([CH3:2])[CH3:3])[C:6]=1[OH:15])=[O:32]. The catalyst class is: 10.